From a dataset of Forward reaction prediction with 1.9M reactions from USPTO patents (1976-2016). Predict the product of the given reaction. (1) Given the reactants [CH3:1][O:2][C:3]1[CH:8]=[CH:7][C:6]([N:9]2[CH2:14][C@@H:13]3[CH2:15][C@H:10]2[CH2:11][O:12]3)=[CH:5][C:4]=1[N+:16]([O-])=O, predict the reaction product. The product is: [CH3:1][O:2][C:3]1[CH:8]=[CH:7][C:6]([N:9]2[CH2:14][C@@H:13]3[CH2:15][C@H:10]2[CH2:11][O:12]3)=[CH:5][C:4]=1[NH2:16]. (2) Given the reactants Br[C:2]1[C:3](=[O:15])[C:4]([CH3:14])([CH3:13])[O:5][C:6]=1[C:7]1[CH:12]=[CH:11][N:10]=[CH:9][CH:8]=1.[F:16][C:17]1[CH:18]=[C:19]2[C:24](=[CH:25][CH:26]=1)[N:23]=[C:22]([CH2:27][O:28][C:29]1[CH:34]=[CH:33][C:32](B3OC(C)(C)C(C)(C)O3)=[CH:31][CH:30]=1)[CH:21]=[CH:20]2.C([O-])([O-])=O.[Cs+].[Cs+], predict the reaction product. The product is: [F:16][C:17]1[CH:18]=[C:19]2[C:24](=[CH:25][CH:26]=1)[N:23]=[C:22]([CH2:27][O:28][C:29]1[CH:30]=[CH:31][C:32]([C:2]3[C:3](=[O:15])[C:4]([CH3:14])([CH3:13])[O:5][C:6]=3[C:7]3[CH:12]=[CH:11][N:10]=[CH:9][CH:8]=3)=[CH:33][CH:34]=1)[CH:21]=[CH:20]2. (3) The product is: [NH2:4][CH:5]([CH:9]1[CH2:14][CH2:13][CH2:12][CH2:11][CH:10]1[CH3:15])[C:6]([NH:26][C:25]1[CH:24]=[CH:23][C:22]([C:19]2[CH:18]=[CH:17][N:16]=[CH:21][CH:20]=2)=[CH:28][CH:27]=1)=[O:8]. Given the reactants C([NH:4][CH:5]([CH:9]1[CH2:14][CH2:13][CH2:12][CH2:11][CH:10]1[CH3:15])[C:6]([OH:8])=O)(=O)C.[N:16]1[CH:21]=[CH:20][C:19]([C:22]2[CH:28]=[CH:27][C:25]([NH2:26])=[CH:24][CH:23]=2)=[CH:18][CH:17]=1, predict the reaction product.